Task: Regression. Given two drug SMILES strings and cell line genomic features, predict the synergy score measuring deviation from expected non-interaction effect.. Dataset: NCI-60 drug combinations with 297,098 pairs across 59 cell lines Drug 1: C1=NC(=NC(=O)N1C2C(C(C(O2)CO)O)O)N. Drug 2: CCN(CC)CCCC(C)NC1=C2C=C(C=CC2=NC3=C1C=CC(=C3)Cl)OC. Cell line: 786-0. Synergy scores: CSS=33.4, Synergy_ZIP=-12.9, Synergy_Bliss=-3.58, Synergy_Loewe=-6.67, Synergy_HSA=-0.720.